From a dataset of Forward reaction prediction with 1.9M reactions from USPTO patents (1976-2016). Predict the product of the given reaction. (1) Given the reactants [NH2:1][C:2]1[C:11]2[C:6](=[C:7](Br)[CH:8]=[CH:9][CH:10]=2)[N:5]=[N:4][C:3]=1[C:13]([NH:15][CH:16]1[CH2:18][CH2:17]1)=[O:14].[CH3:19][O:20][C:21]1[C:26](B(O)O)=[CH:25][CH:24]=[CH:23][N:22]=1, predict the reaction product. The product is: [NH2:1][C:2]1[C:11]2[C:6](=[C:7]([C:26]3[C:21]([O:20][CH3:19])=[N:22][CH:23]=[CH:24][CH:25]=3)[CH:8]=[CH:9][CH:10]=2)[N:5]=[N:4][C:3]=1[C:13]([NH:15][CH:16]1[CH2:18][CH2:17]1)=[O:14]. (2) Given the reactants [CH:1]([C:4]1[CH:5]=[C:6]([CH:31]=[CH:32][CH:33]=1)[CH2:7][N:8]1[C@@H:16]2[C@H:11]([C@H:12]([CH2:19][C:20]3[CH:21]=[CH:22][C:23]([O:28][CH3:29])=[C:24]([CH:27]=3)[CH:25]=[O:26])[CH2:13][S:14](=[O:18])(=[O:17])[CH2:15]2)[O:10][C:9]1=[O:30])([CH3:3])[CH3:2].CC1(C)N([O])C(C)(C)CCC1.P([O-])([O-])([O-])=[O:46].[Na+].[Na+].[Na+].[O-]Cl=O.[Na+].[OH-].[Na+], predict the reaction product. The product is: [CH:1]([C:4]1[CH:5]=[C:6]([CH:31]=[CH:32][CH:33]=1)[CH2:7][N:8]1[C@@H:16]2[C@H:11]([C@H:12]([CH2:19][C:20]3[CH:21]=[CH:22][C:23]([O:28][CH3:29])=[C:24]([CH:27]=3)[C:25]([OH:46])=[O:26])[CH2:13][S:14](=[O:18])(=[O:17])[CH2:15]2)[O:10][C:9]1=[O:30])([CH3:3])[CH3:2]. (3) Given the reactants [C:1]([O:4][C:5]1[CH:6]=[C:7]2[C:12](=[CH:13][C:14]=1[O:15][CH3:16])[N:11]=[CH:10][NH:9][C:8]2=O)(=[O:3])[CH3:2].O=P(Cl)(Cl)[Cl:20], predict the reaction product. The product is: [C:1]([O:4][C:5]1[CH:6]=[C:7]2[C:12](=[CH:13][C:14]=1[O:15][CH3:16])[N:11]=[CH:10][N:9]=[C:8]2[Cl:20])(=[O:3])[CH3:2]. (4) Given the reactants [N:1]1[C:2]([C:10]([OH:12])=O)=[CH:3][N:4]2[CH:9]=[CH:8][CH:7]=[CH:6][C:5]=12.[Cl:13][C:14]1[CH:23]=[C:22]2[C:17]([C:18]([N:24]3[CH2:29][CH2:28][N:27]([CH2:30][CH2:31][CH2:32][CH2:33][NH2:34])[CH2:26][CH2:25]3)=[CH:19][CH:20]=[N:21]2)=[CH:16][CH:15]=1, predict the reaction product. The product is: [Cl:13][C:14]1[CH:23]=[C:22]2[C:17]([C:18]([N:24]3[CH2:25][CH2:26][N:27]([CH2:30][CH2:31][CH2:32][CH2:33][NH:34][C:10]([C:2]4[N:1]=[C:5]5[CH:6]=[CH:7][CH:8]=[CH:9][N:4]5[CH:3]=4)=[O:12])[CH2:28][CH2:29]3)=[CH:19][CH:20]=[N:21]2)=[CH:16][CH:15]=1. (5) Given the reactants [OH:1][CH2:2][CH2:3][CH2:4][NH2:5].C(N(CC)CC)C.[N+:13]([C:16]1[CH:21]=[CH:20][C:19]([CH2:22][C:23](Cl)=[O:24])=[CH:18][CH:17]=1)([O-:15])=[O:14].O, predict the reaction product. The product is: [OH:1][CH2:2][CH2:3][CH2:4][NH:5][C:23](=[O:24])[CH2:22][C:19]1[CH:18]=[CH:17][C:16]([N+:13]([O-:15])=[O:14])=[CH:21][CH:20]=1. (6) The product is: [CH2:2]([O:9][C:10]1[CH:11]=[CH:12][C:13]([NH:14][C:17](=[NH:26])[C:18]2[CH:23]=[CH:22][C:21]([O:24][CH3:25])=[CH:20][CH:19]=2)=[CH:15][CH:16]=1)[C:3]1[CH:4]=[CH:5][CH:6]=[CH:7][CH:8]=1. Given the reactants Cl.[CH2:2]([O:9][C:10]1[CH:16]=[CH:15][C:13]([NH2:14])=[CH:12][CH:11]=1)[C:3]1[CH:8]=[CH:7][CH:6]=[CH:5][CH:4]=1.[C:17](#[N:26])[C:18]1[CH:23]=[CH:22][C:21]([O:24][CH3:25])=[CH:20][CH:19]=1, predict the reaction product. (7) The product is: [C:44]([O:48][C:49](=[O:52])[CH2:50][NH:51][C:8](=[O:10])[C:7]1[CH:6]=[CH:5][C:4]([O:3][C:2]([F:1])([F:14])[F:13])=[CH:12][CH:11]=1)([CH3:47])([CH3:46])[CH3:45]. Given the reactants [F:1][C:2]([F:14])([F:13])[O:3][C:4]1[CH:12]=[CH:11][C:7]([C:8]([OH:10])=O)=[CH:6][CH:5]=1.ON1C2C=CC=CC=2N=N1.CN1CCOCC1.CCN=C=NCCCN(C)C.Cl.[C:44]([O:48][C:49](=[O:52])[CH2:50][NH2:51])([CH3:47])([CH3:46])[CH3:45], predict the reaction product.